From a dataset of Full USPTO retrosynthesis dataset with 1.9M reactions from patents (1976-2016). Predict the reactants needed to synthesize the given product. (1) Given the product [F:1][C:2]1[CH:20]=[CH:19][C:5]2[N:6]=[C:7]([N:39]3[CH2:40][CH2:41][N:36]([CH3:35])[CH2:37][CH2:38]3)[C:8]3[C:13]4[CH:14]=[CH:15][CH:16]=[CH:17][C:12]=4[S:11][C:9]=3[S:10][C:4]=2[CH:3]=1, predict the reactants needed to synthesize it. The reactants are: [F:1][C:2]1[CH:20]=[CH:19][C:5]2[NH:6][C:7](=O)[C:8]3[C:13]4[CH:14]=[CH:15][CH:16]=[CH:17][C:12]=4[S:11][C:9]=3[S:10][C:4]=2[CH:3]=1.P(Cl)(Cl)(Cl)=O.CN(C)C1C=CC=CC=1.[CH3:35][N:36]1[CH2:41][CH2:40][NH:39][CH2:38][CH2:37]1. (2) Given the product [CH3:26][O:27][C:28]1[N:33]=[CH:32][C:31]([NH:34][C:35]([N:2]2[CH2:7][CH2:6][C:5](=[CH:8][C:9]3[CH:25]=[CH:24][CH:23]=[C:11]([O:12][C:13]4[CH:18]=[CH:17][C:16]([C:19]([F:22])([F:20])[F:21])=[CH:15][N:14]=4)[CH:10]=3)[CH2:4][CH2:3]2)=[O:36])=[CH:30][CH:29]=1, predict the reactants needed to synthesize it. The reactants are: Cl.[NH:2]1[CH2:7][CH2:6][C:5](=[CH:8][C:9]2[CH:10]=[C:11]([CH:23]=[CH:24][CH:25]=2)[O:12][C:13]2[CH:18]=[CH:17][C:16]([C:19]([F:22])([F:21])[F:20])=[CH:15][N:14]=2)[CH2:4][CH2:3]1.[CH3:26][O:27][C:28]1[N:33]=[CH:32][C:31]([NH:34][C:35](=O)[O:36]C2C=CC=CC=2)=[CH:30][CH:29]=1.C(N(C(C)C)CC)(C)C.